Dataset: Forward reaction prediction with 1.9M reactions from USPTO patents (1976-2016). Task: Predict the product of the given reaction. (1) Given the reactants [CH2:1](/[C:3](/[C:6]1[CH:11]=[CH:10][C:9]([O:12][CH3:13])=[C:8]([O:14][CH3:15])[CH:7]=1)=[CH:4]/[CH3:5])[CH3:2].[OH2:16], predict the reaction product. The product is: [CH3:15][O:14][C:8]1[CH:7]=[C:6]([CH:3]([CH2:1][CH3:2])[CH:4]([OH:16])[CH3:5])[CH:11]=[CH:10][C:9]=1[O:12][CH3:13]. (2) Given the reactants [Br:1][C:2]1[CH:7]=[CH:6][C:5]([CH2:8][C:9]([C:11]2[CH:12]=[N:13][C:14]([O:17][CH3:18])=[CH:15][CH:16]=2)=[O:10])=[C:4]([Cl:19])[CH:3]=1.I[CH3:21], predict the reaction product. The product is: [Br:1][C:2]1[CH:7]=[CH:6][C:5]([CH:8]([CH3:21])[C:9]([C:11]2[CH:12]=[N:13][C:14]([O:17][CH3:18])=[CH:15][CH:16]=2)=[O:10])=[C:4]([Cl:19])[CH:3]=1.